Dataset: Full USPTO retrosynthesis dataset with 1.9M reactions from patents (1976-2016). Task: Predict the reactants needed to synthesize the given product. (1) Given the product [CH3:29][O:31][C:32]([CH2:33][C@@:5]1([CH2:4][C:3]([OH:2])=[O:18])[CH2:9][CH2:8][C@@H:7]([CH3:10])[CH2:6]1)=[O:20], predict the reactants needed to synthesize it. The reactants are: C[O:2][C:3](=[O:18])[CH2:4][C@@:5]1(CC2C=CC=CC=2)[CH2:9][CH2:8][C@@H:7]([CH3:10])[CH2:6]1.I([O-])(=O)(=O)=[O:20].[Na+].C(#N)C.Cl.[CH2:29]([O:31][CH2:32][CH3:33])C. (2) Given the product [C:1]([O:5][C:6](=[O:22])[N:7]([CH2:11][CH2:12][C:13]1[CH:18]=[CH:17][C:16]([Cl:19])=[C:15]([CH:20]=[O:21])[CH:14]=1)[CH:8]1[CH2:9][CH2:10]1)([CH3:4])([CH3:2])[CH3:3], predict the reactants needed to synthesize it. The reactants are: [C:1]([O:5][C:6](=[O:22])[N:7]([CH2:11][CH2:12][C:13]1[CH:18]=[CH:17][C:16]([Cl:19])=[C:15]([CH2:20][OH:21])[CH:14]=1)[CH:8]1[CH2:10][CH2:9]1)([CH3:4])([CH3:3])[CH3:2].